This data is from Blood-brain barrier permeability classification from the B3DB database. The task is: Regression/Classification. Given a drug SMILES string, predict its absorption, distribution, metabolism, or excretion properties. Task type varies by dataset: regression for continuous measurements (e.g., permeability, clearance, half-life) or binary classification for categorical outcomes (e.g., BBB penetration, CYP inhibition). Dataset: b3db_classification. (1) The drug is CCC[C@H](C)C1(CC)C(=O)NC(=O)NC1=O. The result is 1 (penetrates BBB). (2) The drug is CC1(C)S[C@@H]2[C@@H](NC(=O)Cc3ccccc3)C(=O)N2[C@H]1C(=O)O. The result is 0 (does not penetrate BBB).